Task: Predict which catalyst facilitates the given reaction.. Dataset: Catalyst prediction with 721,799 reactions and 888 catalyst types from USPTO (1) Reactant: Cl.N[C:3]1[NH:4][C:5](=[O:19])[C:6]2[N:7]([CH2:12][C:13]3[CH:18]=[CH:17][CH:16]=[CH:15][CH:14]=3)[CH:8]=[N:9][C:10]=2[N:11]=1.N([O-])=[O:21].[Na+]. Product: [CH2:12]([N:7]1[C:6]2[C:5](=[O:19])[NH:4][C:3](=[O:21])[NH:11][C:10]=2[N:9]=[CH:8]1)[C:13]1[CH:18]=[CH:17][CH:16]=[CH:15][CH:14]=1. The catalyst class is: 86. (2) The catalyst class is: 8. Reactant: [Br:1][C:2]1[CH:3]=[C:4]2[C:9](=[CH:10][CH:11]=1)[CH:8]=[C:7]([OH:12])[CH:6]=[CH:5]2.Br[CH2:14][CH2:15][CH2:16][OH:17].[OH-].[K+]. Product: [Br:1][C:2]1[CH:3]=[C:4]2[C:9](=[CH:10][CH:11]=1)[CH:8]=[C:7]([O:12][CH2:14][CH2:15][CH2:16][OH:17])[CH:6]=[CH:5]2. (3) Reactant: [Br:1][C:2]1[CH:7]=[CH:6][C:5](B(O)O)=[C:4]([F:11])[CH:3]=1.Br[C:13]1[N:18]=[CH:17][CH:16]=[CH:15][N:14]=1.C(=O)([O-])[O-].[Na+].[Na+].C1(C)C=CC=CC=1. The catalyst class is: 8. Product: [Br:1][C:2]1[CH:7]=[CH:6][C:5]([C:13]2[N:18]=[CH:17][CH:16]=[CH:15][N:14]=2)=[C:4]([F:11])[CH:3]=1.